Task: Regression. Given two drug SMILES strings and cell line genomic features, predict the synergy score measuring deviation from expected non-interaction effect.. Dataset: NCI-60 drug combinations with 297,098 pairs across 59 cell lines (1) Drug 1: CS(=O)(=O)C1=CC(=C(C=C1)C(=O)NC2=CC(=C(C=C2)Cl)C3=CC=CC=N3)Cl. Drug 2: COCCOC1=C(C=C2C(=C1)C(=NC=N2)NC3=CC=CC(=C3)C#C)OCCOC.Cl. Cell line: NCI-H322M. Synergy scores: CSS=40.9, Synergy_ZIP=14.9, Synergy_Bliss=15.6, Synergy_Loewe=4.92, Synergy_HSA=15.4. (2) Drug 1: CS(=O)(=O)C1=CC(=C(C=C1)C(=O)NC2=CC(=C(C=C2)Cl)C3=CC=CC=N3)Cl. Drug 2: CC12CCC3C(C1CCC2OP(=O)(O)O)CCC4=C3C=CC(=C4)OC(=O)N(CCCl)CCCl.[Na+]. Cell line: OVCAR-8. Synergy scores: CSS=4.46, Synergy_ZIP=-1.81, Synergy_Bliss=-0.457, Synergy_Loewe=-3.07, Synergy_HSA=-0.551. (3) Drug 1: C1CCN(CC1)CCOC2=CC=C(C=C2)C(=O)C3=C(SC4=C3C=CC(=C4)O)C5=CC=C(C=C5)O. Drug 2: CC1CCCC2(C(O2)CC(NC(=O)CC(C(C(=O)C(C1O)C)(C)C)O)C(=CC3=CSC(=N3)C)C)C. Cell line: SK-OV-3. Synergy scores: CSS=4.93, Synergy_ZIP=-1.80, Synergy_Bliss=0.520, Synergy_Loewe=-1.52, Synergy_HSA=0.141. (4) Drug 1: C#CCC(CC1=CN=C2C(=N1)C(=NC(=N2)N)N)C3=CC=C(C=C3)C(=O)NC(CCC(=O)O)C(=O)O. Drug 2: COC1=C2C(=CC3=C1OC=C3)C=CC(=O)O2. Cell line: HL-60(TB). Synergy scores: CSS=-7.59, Synergy_ZIP=10.5, Synergy_Bliss=-1.54, Synergy_Loewe=-9.07, Synergy_HSA=-11.2. (5) Drug 1: C1CC(C1)(C(=O)O)C(=O)O.[NH2-].[NH2-].[Pt+2]. Drug 2: CCCCCOC(=O)NC1=NC(=O)N(C=C1F)C2C(C(C(O2)C)O)O. Cell line: NCI-H322M. Synergy scores: CSS=-8.89, Synergy_ZIP=3.93, Synergy_Bliss=-3.18, Synergy_Loewe=-10.8, Synergy_HSA=-9.89.